Dataset: NCI-60 drug combinations with 297,098 pairs across 59 cell lines. Task: Regression. Given two drug SMILES strings and cell line genomic features, predict the synergy score measuring deviation from expected non-interaction effect. (1) Cell line: HOP-62. Synergy scores: CSS=62.0, Synergy_ZIP=-0.00431, Synergy_Bliss=-1.99, Synergy_Loewe=-55.0, Synergy_HSA=-1.50. Drug 1: C1CNP(=O)(OC1)N(CCCl)CCCl. Drug 2: B(C(CC(C)C)NC(=O)C(CC1=CC=CC=C1)NC(=O)C2=NC=CN=C2)(O)O. (2) Drug 1: C1=CC(=C2C(=C1NCCNCCO)C(=O)C3=C(C=CC(=C3C2=O)O)O)NCCNCCO. Drug 2: C1C(C(OC1N2C=C(C(=O)NC2=O)F)CO)O. Cell line: ACHN. Synergy scores: CSS=58.2, Synergy_ZIP=-4.93, Synergy_Bliss=-6.35, Synergy_Loewe=-15.7, Synergy_HSA=0.867. (3) Drug 1: CCC1=C2CN3C(=CC4=C(C3=O)COC(=O)C4(CC)O)C2=NC5=C1C=C(C=C5)O. Drug 2: C1=NC(=NC(=O)N1C2C(C(C(O2)CO)O)O)N. Cell line: CAKI-1. Synergy scores: CSS=36.7, Synergy_ZIP=-10.4, Synergy_Bliss=-11.0, Synergy_Loewe=-26.7, Synergy_HSA=-9.07. (4) Drug 1: CC1=C(C(CCC1)(C)C)C=CC(=CC=CC(=CC(=O)O)C)C. Drug 2: CN1C2=C(C=C(C=C2)N(CCCl)CCCl)N=C1CCCC(=O)O.Cl. Cell line: OVCAR3. Synergy scores: CSS=-4.98, Synergy_ZIP=3.76, Synergy_Bliss=-0.435, Synergy_Loewe=-0.669, Synergy_HSA=-5.40. (5) Drug 1: CN(C(=O)NC(C=O)C(C(C(CO)O)O)O)N=O. Drug 2: COCCOC1=C(C=C2C(=C1)C(=NC=N2)NC3=CC=CC(=C3)C#C)OCCOC.Cl. Cell line: U251. Synergy scores: CSS=-22.7, Synergy_ZIP=10.2, Synergy_Bliss=3.71, Synergy_Loewe=-22.4, Synergy_HSA=-23.0.